Dataset: Catalyst prediction with 721,799 reactions and 888 catalyst types from USPTO. Task: Predict which catalyst facilitates the given reaction. Reactant: [C:1]([O:5][C:6]([N:8]1[C@H:17]([C:18]([OH:20])=[O:19])[CH2:16][C:15]2[C:10](=[CH:11][C:12]([N+:21]([O-:23])=[O:22])=[CH:13][CH:14]=2)[CH2:9]1)=[O:7])([CH3:4])([CH3:3])[CH3:2].[CH3:24][Si](C=[N+]=[N-])(C)C.C(O)(=O)C. Product: [CH3:24][O:19][C:18]([C@@H:17]1[CH2:16][C:15]2[C:10](=[CH:11][C:12]([N+:21]([O-:23])=[O:22])=[CH:13][CH:14]=2)[CH2:9][N:8]1[C:6]([O:5][C:1]([CH3:4])([CH3:2])[CH3:3])=[O:7])=[O:20]. The catalyst class is: 513.